The task is: Predict the reactants needed to synthesize the given product.. This data is from Full USPTO retrosynthesis dataset with 1.9M reactions from patents (1976-2016). (1) Given the product [NH:20]1[C:28]2[C:23](=[CH:24][CH:25]=[CH:26][CH:27]=2)[C:22](/[CH:29]=[C:7]2\[O:8][C:4]3[C:3]([CH2:12][N:13]4[CH2:14][CH2:15][N:16]([CH3:19])[CH2:17][CH2:18]4)=[C:2]([OH:1])[CH:11]=[CH:10][C:5]=3[C:6]\2=[O:9])=[N:21]1, predict the reactants needed to synthesize it. The reactants are: [OH:1][C:2]1[CH:11]=[CH:10][C:5]2[C:6](=[O:9])[CH2:7][O:8][C:4]=2[C:3]=1[CH2:12][N:13]1[CH2:18][CH2:17][N:16]([CH3:19])[CH2:15][CH2:14]1.[NH:20]1[C:28]2[C:23](=[CH:24][CH:25]=[CH:26][CH:27]=2)[C:22]([CH:29]=O)=[N:21]1.N1CCCCC1. (2) Given the product [OH:17][CH:16]([C:2]1[S:1][CH:5]=[CH:4][CH:3]=1)[C:18]1[N:23]2[CH:24]=[N:25][N:26]=[C:22]2[C:21]([N:27]2[CH2:32][CH2:31][N:30]([C:33]([O:35][C:36]([CH3:39])([CH3:38])[CH3:37])=[O:34])[CH2:29][CH2:28]2)=[N:20][CH:19]=1, predict the reactants needed to synthesize it. The reactants are: [S:1]1[CH:5]=[CH:4][CH:3]=[CH:2]1.C(OCC)C.[Li]CCCC.[CH:16]([C:18]1[N:23]2[CH:24]=[N:25][N:26]=[C:22]2[C:21]([N:27]2[CH2:32][CH2:31][N:30]([C:33]([O:35][C:36]([CH3:39])([CH3:38])[CH3:37])=[O:34])[CH2:29][CH2:28]2)=[N:20][CH:19]=1)=[O:17]. (3) Given the product [C:1]([O:5][C:6]([N:8]1[C@H:12]([CH2:13][C:14]2[CH:15]=[CH:16][C:17]([C:20]3[CH:21]=[CH:22][CH:23]=[CH:24][CH:25]=3)=[CH:18][CH:19]=2)[CH2:11][C@@H:10]([CH3:26])[C:9]1=[O:34])=[O:7])([CH3:4])([CH3:2])[CH3:3].[C:1]([O:5][C:6]([N:8]1[C@H:12]([CH2:13][C:14]2[CH:15]=[CH:16][C:17]([C:20]3[CH:21]=[CH:22][CH:23]=[CH:24][CH:25]=3)=[CH:18][CH:19]=2)[CH2:11][C@H:10]([CH3:26])[C:9]1=[O:34])=[O:7])([CH3:4])([CH3:2])[CH3:3], predict the reactants needed to synthesize it. The reactants are: [C:1]([O:5][C:6]([N:8]1[C@H:12]([CH2:13][C:14]2[CH:19]=[CH:18][C:17]([C:20]3[CH:25]=[CH:24][CH:23]=[CH:22][CH:21]=3)=[CH:16][CH:15]=2)[CH2:11]/[C:10](=[CH:26]\N(C(C)C)C(C)C)/[C:9]1=[O:34])=[O:7])([CH3:4])([CH3:3])[CH3:2].